Regression. Given two drug SMILES strings and cell line genomic features, predict the synergy score measuring deviation from expected non-interaction effect. From a dataset of NCI-60 drug combinations with 297,098 pairs across 59 cell lines. (1) Drug 1: C1=C(C(=O)NC(=O)N1)N(CCCl)CCCl. Drug 2: C1=CN(C=N1)CC(O)(P(=O)(O)O)P(=O)(O)O. Cell line: 786-0. Synergy scores: CSS=27.3, Synergy_ZIP=-12.5, Synergy_Bliss=-21.1, Synergy_Loewe=-24.9, Synergy_HSA=-18.7. (2) Drug 1: CC1C(C(CC(O1)OC2CC(CC3=C2C(=C4C(=C3O)C(=O)C5=C(C4=O)C(=CC=C5)OC)O)(C(=O)C)O)N)O.Cl. Drug 2: CCC1(C2=C(COC1=O)C(=O)N3CC4=CC5=C(C=CC(=C5CN(C)C)O)N=C4C3=C2)O.Cl. Cell line: NCI-H322M. Synergy scores: CSS=2.62, Synergy_ZIP=-0.574, Synergy_Bliss=1.88, Synergy_Loewe=0.705, Synergy_HSA=0.780. (3) Drug 1: C1=CC=C(C=C1)NC(=O)CCCCCCC(=O)NO. Drug 2: CC1C(C(CC(O1)OC2CC(CC3=C2C(=C4C(=C3O)C(=O)C5=C(C4=O)C(=CC=C5)OC)O)(C(=O)CO)O)N)O.Cl. Cell line: CCRF-CEM. Synergy scores: CSS=44.8, Synergy_ZIP=-3.25, Synergy_Bliss=-3.49, Synergy_Loewe=-4.99, Synergy_HSA=-1.44.